Task: Predict the reactants needed to synthesize the given product.. Dataset: Full USPTO retrosynthesis dataset with 1.9M reactions from patents (1976-2016) (1) The reactants are: Br[CH:2](C)[C:3]([C:5]1C=CC=CC=1)=[O:4].[F:12][C:13]1[CH:18]=[CH:17][CH:16]=[C:15]([F:19])[C:14]=1[CH2:20][C:21]([OH:23])=[O:22].[CH2:24]1[CH2:34][CH2:33]N2[C:27](=NCCC2)[CH2:26][CH2:25]1.Cl. Given the product [F:12][C:13]1[CH:18]=[CH:17][CH:16]=[C:15]([F:19])[C:14]=1[C:20]1[C:21](=[O:23])[O:22][C:3]([OH:4])([CH3:5])[C:2]=1[C:27]1[CH:26]=[CH:25][CH:24]=[CH:34][CH:33]=1, predict the reactants needed to synthesize it. (2) Given the product [Cl:13][C:14]1[C:21]([F:22])=[CH:20][CH:19]=[C:18]([F:23])[C:15]=1[CH2:16][N:9]1[C:8](=[O:10])[CH2:7][NH:6][C:5]2[N:11]=[CH:12][C:2]([I:1])=[CH:3][C:4]1=2, predict the reactants needed to synthesize it. The reactants are: [I:1][C:2]1[CH:12]=[N:11][C:5]2[NH:6][CH2:7][C:8](=[O:10])[NH:9][C:4]=2[CH:3]=1.[Cl:13][C:14]1[C:21]([F:22])=[CH:20][CH:19]=[C:18]([F:23])[C:15]=1[CH2:16]Br. (3) The reactants are: [CH2:1]([O:8][C:9]([NH:11][C@H:12]1[CH2:17][CH2:16][CH2:15][NH:14][C:13]1=[O:18])=[O:10])[C:2]1[CH:7]=[CH:6][CH:5]=[CH:4][CH:3]=1.C(N(C(C)C)CC)(C)C.C[Si](Cl)(C)C.[P:33](Cl)(Cl)(Cl)=[O:34].O.[NH3:39].[Cl-].[NH4+:41]. Given the product [CH2:1]([O:8][C:9]([NH:11][C@H:12]1[CH2:17][CH2:16][CH2:15][N:14]([P:33]([NH2:41])([NH2:39])=[O:34])[C:13]1=[O:18])=[O:10])[C:2]1[CH:3]=[CH:4][CH:5]=[CH:6][CH:7]=1, predict the reactants needed to synthesize it. (4) Given the product [C:27]([C:29]1[CH:34]=[CH:33][C:32]([C:7]2[C:8]3[C:18]4[C:12](=[CH:13][C:14]([C:13]5[CH:12]=[CH:18][C:17]([C:5]#[N:4])=[CH:15][CH:14]=5)=[C:15]5[C:17]=4[C:5]([CH:6]=2)=[N:4][CH:3]=[N:16]5)[N:11]=[CH:10][N:9]=3)=[CH:31][CH:30]=1)#[N:28], predict the reactants needed to synthesize it. The reactants are: FC(F)(F)[C:3]1[N:16]=[C:15]2[C:17]3=[C:18]4[C:8]([N:9]=[C:10](C(F)(F)F)[N:11]=[C:12]4[CH:13]=[C:14]2Br)=[C:7](Br)[CH:6]=[C:5]3[N:4]=1.[C:27]([C:29]1[CH:34]=[CH:33][C:32](B(O)O)=[CH:31][CH:30]=1)#[N:28].C(=O)([O-])[O-].[Cs+].[Cs+]. (5) Given the product [Br:29][C:3]1[C:4]([CH3:9])=[N:5][C:6]([CH3:8])=[CH:7][C:2]=1[Cl:1], predict the reactants needed to synthesize it. The reactants are: [Cl:1][C:2]1[CH:7]=[C:6]([CH3:8])[N:5]=[C:4]([CH3:9])[CH:3]=1.FC(F)(F)C(O)=O.S(=O)(=O)(O)O.C1C(=O)N([Br:29])C(=O)C1.[OH-].[Na+]. (6) Given the product [O:1]=[C:2]([CH3:11])[CH2:3][CH2:4][CH2:5][CH2:6][CH2:7][C:8]([NH:23][C@@H:24]([CH2:33][N:34]1[CH2:35][CH2:36][O:37][CH2:38][CH2:39]1)[C@H:25]([C:27]1[CH:28]=[CH:29][CH:30]=[CH:31][CH:32]=1)[OH:26])=[O:10], predict the reactants needed to synthesize it. The reactants are: [O:1]=[C:2]([CH3:11])[CH2:3][CH2:4][CH2:5][CH2:6][CH2:7][C:8]([OH:10])=O.C(N(CC)CC)C.C(Cl)CCl.[NH2:23][C@@H:24]([CH2:33][N:34]1[CH2:39][CH2:38][O:37][CH2:36][CH2:35]1)[C@H:25]([C:27]1[CH:32]=[CH:31][CH:30]=[CH:29][CH:28]=1)[OH:26]. (7) Given the product [CH2:34]([C:36]1[CH:41]=[CH:40][CH:39]=[C:38]([CH2:42][CH3:43])[C:37]=1[C:16]1[N:17]=[C:18]([CH3:32])[C:19]([CH2:20][O:21][C:22]2[CH:27]=[C:26]([CH:28]([CH3:30])[CH3:29])[CH:25]=[CH:24][C:23]=2[CH3:31])=[C:14]([N:11]2[CH2:12][CH2:13][NH:8][CH2:9][CH2:10]2)[N:15]=1)[CH3:35], predict the reactants needed to synthesize it. The reactants are: C(OC([N:8]1[CH2:13][CH2:12][N:11]([C:14]2[C:19]([CH2:20][O:21][C:22]3[CH:27]=[C:26]([CH:28]([CH3:30])[CH3:29])[CH:25]=[CH:24][C:23]=3[CH3:31])=[C:18]([CH3:32])[N:17]=[C:16](Cl)[N:15]=2)[CH2:10][CH2:9]1)=O)(C)(C)C.[CH2:34]([C:36]1[CH:41]=[CH:40][CH:39]=[C:38]([CH2:42][CH3:43])[C:37]=1B(O)O)[CH3:35].C(=O)([O-])[O-].[Na+].[Na+]. (8) Given the product [CH3:1][C:2]1[CH:7]=[CH:6][C:5]2[O:8]/[C:9](=[CH:20]\[C:19]3[CH:18]=[CH:17][C:16]([C:15]([F:14])([F:24])[F:25])=[CH:23][CH:22]=3)/[C:10](=[O:11])/[C:12](=[CH:20]/[C:19]3[CH:22]=[CH:23][C:16]([C:15]([F:25])([F:24])[F:14])=[CH:17][CH:18]=3)/[O:13][C:4]=2[CH:3]=1, predict the reactants needed to synthesize it. The reactants are: [CH3:1][C:2]1[CH:7]=[CH:6][C:5]2[O:8][CH2:9][C:10]([CH2:12][O:13][C:4]=2[CH:3]=1)=[O:11].[F:14][C:15]([F:25])([F:24])[C:16]1[CH:23]=[CH:22][C:19]([CH:20]=O)=[CH:18][CH:17]=1. (9) The reactants are: [C:1](Cl)(=[O:10])[O:2][CH2:3][C:4]1[CH:9]=[CH:8][CH:7]=[CH:6][CH:5]=1.[NH:12]1[CH2:18][CH2:17][CH2:16][C@@H:13]1[CH2:14][OH:15].C(=O)([O-])[O-].[Na+].[Na+].O. Given the product [OH:15][CH2:14][C@H:13]1[CH2:16][CH2:17][CH2:18][N:12]1[C:1]([O:2][CH2:3][C:4]1[CH:9]=[CH:8][CH:7]=[CH:6][CH:5]=1)=[O:10], predict the reactants needed to synthesize it.